From a dataset of NCI-60 drug combinations with 297,098 pairs across 59 cell lines. Regression. Given two drug SMILES strings and cell line genomic features, predict the synergy score measuring deviation from expected non-interaction effect. (1) Drug 1: CN1C(=O)N2C=NC(=C2N=N1)C(=O)N. Drug 2: CN(CCCl)CCCl.Cl. Cell line: A498. Synergy scores: CSS=13.9, Synergy_ZIP=-3.19, Synergy_Bliss=3.93, Synergy_Loewe=-1.24, Synergy_HSA=2.97. (2) Drug 1: CNC(=O)C1=CC=CC=C1SC2=CC3=C(C=C2)C(=NN3)C=CC4=CC=CC=N4. Drug 2: C1CN1P(=S)(N2CC2)N3CC3. Cell line: HCT-15. Synergy scores: CSS=14.0, Synergy_ZIP=-4.13, Synergy_Bliss=-3.43, Synergy_Loewe=-5.26, Synergy_HSA=-4.55.